This data is from Catalyst prediction with 721,799 reactions and 888 catalyst types from USPTO. The task is: Predict which catalyst facilitates the given reaction. (1) Reactant: [C:1]([OH:10])(=[O:9])[C@@H:2]([C@H:4]([C:6]([OH:8])=[O:7])[OH:5])[OH:3].[CH3:11][N:12]([CH2:19][CH2:20][O:21][C:22]1[CH:35]=[CH:34][C:25]([CH2:26][CH:27]2[S:31][C:30](=[O:32])[NH:29][C:28]2=[O:33])=[CH:24][CH:23]=1)[C:13]1[CH:18]=[CH:17][CH:16]=[CH:15][N:14]=1. Product: [C:6]([C@@H:4]([C@H:2]([C:1]([OH:10])=[O:9])[OH:3])[OH:5])([OH:8])=[O:7].[CH3:11][N:12]([CH2:19][CH2:20][O:21][C:22]1[CH:35]=[CH:34][C:25]([CH2:26][CH:27]2[S:31][C:30](=[O:32])[NH:29][C:28]2=[O:33])=[CH:24][CH:23]=1)[C:13]1[CH:18]=[CH:17][CH:16]=[CH:15][N:14]=1. The catalyst class is: 41. (2) Reactant: [F:1][C:2]([F:15])([F:14])[C:3]1[CH:12]=[C:11]2[C:6]([CH2:7][CH2:8][NH:9][C:10]2=[O:13])=[CH:5][CH:4]=1.Br[C:17]1[CH:18]=[N:19][CH:20]=[CH:21][C:22]=1[CH2:23][N:24]1[CH2:28][CH2:27][CH2:26][CH2:25]1.P([O-])([O-])([O-])=O.[K+].[K+].[K+]. Product: [N:24]1([CH2:23][C:22]2[CH:17]=[CH:18][N:19]=[CH:20][C:21]=2[N:9]2[CH2:8][CH2:7][C:6]3[C:11](=[CH:12][C:3]([C:2]([F:1])([F:14])[F:15])=[CH:4][CH:5]=3)[C:10]2=[O:13])[CH2:25][CH2:26][CH2:27][CH2:28]1. The catalyst class is: 246. (3) Reactant: [Cl:1][C:2]1[CH:7]=[C:6]([N+:8]([O-])=O)[CH:5]=[CH:4][C:3]=1[C:11]#[C:12][Si:13]([CH3:16])([CH3:15])[CH3:14].[Cl-].[NH4+]. The catalyst class is: 406. Product: [Cl:1][C:2]1[CH:7]=[C:6]([CH:5]=[CH:4][C:3]=1[C:11]#[C:12][Si:13]([CH3:14])([CH3:16])[CH3:15])[NH2:8]. (4) Reactant: [NH2:1][C:2]([N:4]([CH2:13][C:14]1[CH:19]=[CH:18][C:17]([CH3:20])=[CH:16][CH:15]=1)[NH:5]C(OC(C)(C)C)=O)=[O:3].ClCCl.[CH3:24][S:25]([OH:28])(=[O:27])=[O:26].O. Product: [CH3:24][S:25]([OH:28])(=[O:27])=[O:26].[CH3:20][C:17]1[CH:18]=[CH:19][C:14]([CH2:13][N:4]([C:2]([NH2:1])=[O:3])[NH2:5])=[CH:15][CH:16]=1. The catalyst class is: 644. (5) Reactant: Cl[CH2:2][C:3]1[CH:7]=[C:6]([C:8]2[CH:13]=[CH:12][CH:11]=[CH:10][CH:9]=2)[O:5][N:4]=1.[OH:14][C:15]1[CH:41]=[CH:40][C:18]([C:19]([C:21]2[CH:37]=[CH:36][C:35]([O:38][CH3:39])=[CH:34][C:22]=2[O:23][C:24]([CH3:33])([CH3:32])[C:25]([O:27]C(C)(C)C)=[O:26])=[O:20])=[CH:17][CH:16]=1.C(=O)([O-])[O-].[K+].[K+].CN(C)C=O. Product: [CH3:39][O:38][C:35]1[CH:36]=[CH:37][C:21]([C:19](=[O:20])[C:18]2[CH:17]=[CH:16][C:15]([O:14][CH2:2][C:3]3[CH:7]=[C:6]([C:8]4[CH:13]=[CH:12][CH:11]=[CH:10][CH:9]=4)[O:5][N:4]=3)=[CH:41][CH:40]=2)=[C:22]([CH:34]=1)[O:23][C:24]([CH3:33])([CH3:32])[C:25]([OH:27])=[O:26]. The catalyst class is: 6.